From a dataset of Catalyst prediction with 721,799 reactions and 888 catalyst types from USPTO. Predict which catalyst facilitates the given reaction. Reactant: C[N:2]([CH3:5])C=O.Br[C:7]1[CH:8]=[C:9]([C:12]([O:14][CH2:15][CH3:16])=[O:13])[S:10][CH:11]=1.[Cu]C#N. Product: [C:5]([C:7]1[CH:8]=[C:9]([C:12]([O:14][CH2:15][CH3:16])=[O:13])[S:10][CH:11]=1)#[N:2]. The catalyst class is: 13.